This data is from Full USPTO retrosynthesis dataset with 1.9M reactions from patents (1976-2016). The task is: Predict the reactants needed to synthesize the given product. (1) Given the product [CH:31]([N:34]([CH3:35])[CH2:6][CH2:7][C:8]1[O:9][C:10]2[CH:16]=[CH:15][C:14]([C:17]3[CH:22]=[CH:21][C:20]([C:23]([N:25]4[CH2:26][CH2:27][O:28][CH2:29][CH2:30]4)=[O:24])=[CH:19][N:18]=3)=[CH:13][C:11]=2[CH:12]=1)([CH3:33])[CH3:32], predict the reactants needed to synthesize it. The reactants are: CS(O[CH2:6][CH2:7][C:8]1[O:9][C:10]2[CH:16]=[CH:15][C:14]([C:17]3[CH:22]=[CH:21][C:20]([C:23]([N:25]4[CH2:30][CH2:29][O:28][CH2:27][CH2:26]4)=[O:24])=[CH:19][N:18]=3)=[CH:13][C:11]=2[CH:12]=1)(=O)=O.[CH:31]([NH:34][CH3:35])([CH3:33])[CH3:32]. (2) Given the product [Br:1][C:2]1[C:7]([I:9])=[CH:6][N:5]=[C:4]([NH2:8])[CH:3]=1, predict the reactants needed to synthesize it. The reactants are: [Br:1][C:2]1[CH:7]=[CH:6][N:5]=[C:4]([NH2:8])[CH:3]=1.[I:9]N1C(=O)CCC1=O. (3) Given the product [Br:9][C:10]1[CH:11]=[C:12]([CH:13]2[C:21]([C:22]([O:24][CH3:25])=[O:23])=[C:20]([CH3:26])[NH:19][C:5]3[CH2:6][O:1][CH2:2][C:3](=[O:8])[C:4]2=3)[CH:15]=[CH:16][C:17]=1[Br:18], predict the reactants needed to synthesize it. The reactants are: [O:1]1[CH2:6][C:5](=O)[CH2:4][C:3](=[O:8])[CH2:2]1.[Br:9][C:10]1[CH:11]=[C:12]([CH:15]=[CH:16][C:17]=1[Br:18])[CH:13]=O.[NH2:19]/[C:20](/[CH3:26])=[CH:21]\[C:22]([O:24][CH3:25])=[O:23].